From a dataset of Catalyst prediction with 721,799 reactions and 888 catalyst types from USPTO. Predict which catalyst facilitates the given reaction. (1) The catalyst class is: 3. Product: [Cl:26][C:27]1[C:35]2[C:30](=[CH:31][CH:32]=[C:33]([C:36]3[N:37]=[C:5]([C:4]4[CH:8]=[CH:9][C:10]([OH:11])=[C:2]([Cl:1])[CH:3]=4)[O:7][N:38]=3)[CH:34]=2)[N:29]([CH2:40][CH2:41][C:42]([O:44][CH2:45][CH3:46])=[O:43])[CH:28]=1. Reactant: [Cl:1][C:2]1[CH:3]=[C:4]([CH:8]=[CH:9][C:10]=1[OH:11])[C:5]([OH:7])=O.C(Cl)CCl.C1C=CC2N(O)N=NC=2C=1.[Cl:26][C:27]1[C:35]2[C:30](=[CH:31][CH:32]=[C:33]([C:36]([NH:38]O)=[NH:37])[CH:34]=2)[N:29]([CH2:40][CH2:41][C:42]([O:44][CH2:45][CH3:46])=[O:43])[CH:28]=1. (2) Reactant: C(O[C:4]([C:6]1[N:7]([NH2:17])[CH:8]=[C:9]([C:12]([O:14][CH2:15][CH3:16])=[O:13])[C:10]=1[CH3:11])=[O:5])C.S(O)(C1C=CC(C)=CC=1)(=O)=O.O.C1CCN2[C:33](=[N:34]CCC2)[CH2:32][CH2:31]1.[NH4+].[Cl-]. Product: [CH2:15]([O:14][C:12]([C:9]1[C:10]([CH3:11])=[C:6]2[C:4](=[O:5])[C:32]([C:33]#[N:34])=[CH:31][NH:17][N:7]2[CH:8]=1)=[O:13])[CH3:16]. The catalyst class is: 11. (3) The catalyst class is: 7. Reactant: C([Mg]Br)C.Br[C:6]1[C:14]2[C:13](=[O:15])[N:12]([CH3:16])[C:11](=[O:17])[N:10]([CH:18]([CH3:20])[CH3:19])[C:9]=2[S:8][C:7]=1[CH2:21][C:22]1[CH:27]=[CH:26][CH:25]=[CH:24][C:23]=1[C:28]([F:31])([F:30])[F:29].[S:32]1[CH:36]=[CH:35][N:34]=[C:33]1[S:37][S:37][C:33]1[S:32][CH:36]=[CH:35][N:34]=1.C(=O)(O)[O-].[Na+]. Product: [CH3:16][N:12]1[C:13](=[O:15])[C:14]2[C:6]([S:37][C:33]3[S:32][CH:36]=[CH:35][N:34]=3)=[C:7]([CH2:21][C:22]3[CH:27]=[CH:26][CH:25]=[CH:24][C:23]=3[C:28]([F:31])([F:30])[F:29])[S:8][C:9]=2[N:10]([CH:18]([CH3:20])[CH3:19])[C:11]1=[O:17]. (4) Reactant: [ClH:1].C(OC([N:9]1[CH2:14][CH2:13][CH:12]([CH2:15][CH:16]([N:31]([CH3:33])[CH3:32])[CH2:17][CH:18]2[CH2:23][CH2:22][N:21](C(OC(C)(C)C)=O)[CH2:20][CH2:19]2)[CH2:11][CH2:10]1)=O)(C)(C)C. Product: [ClH:1].[ClH:1].[ClH:1].[NH:9]1[CH2:14][CH2:13][CH:12]([CH2:15][CH:16]([N:31]([CH3:33])[CH3:32])[CH2:17][CH:18]2[CH2:19][CH2:20][NH:21][CH2:22][CH2:23]2)[CH2:11][CH2:10]1. The catalyst class is: 13. (5) Reactant: [Cl-].[Al+3].[Cl-].[Cl-].[Br:5][C:6]1[C:7]([O:27]C)=[C:8]([C:13]([CH2:16][S:17]([C:20]2[CH:25]=[CH:24][CH:23]=[C:22]([Cl:26])[CH:21]=2)(=[O:19])=[O:18])=[CH:14][CH:15]=1)[C:9]([O:11][CH3:12])=[O:10].CN(C)C1C=CC=CC=1. Product: [Br:5][C:6]1[C:7]([OH:27])=[C:8]([C:13]([CH2:16][S:17]([C:20]2[CH:25]=[CH:24][CH:23]=[C:22]([Cl:26])[CH:21]=2)(=[O:19])=[O:18])=[CH:14][CH:15]=1)[C:9]([O:11][CH3:12])=[O:10]. The catalyst class is: 2. (6) Reactant: FC(F)(F)C(O)=O.[BH4-].[Na+].[Br:10][C:11]1[CH:46]=[CH:45][C:14]([CH2:15][N:16]2[CH2:20][CH2:19][C:18]3([CH2:25][CH2:24][N:23]([CH2:26][CH2:27][C:28](O)([C:35]4[CH:40]=[CH:39][CH:38]=[CH:37][C:36]=4[O:41][CH3:42])[C:29]4[CH:34]=[CH:33][CH:32]=[CH:31][CH:30]=4)[CH2:22][CH2:21]3)[C:17]2=[O:44])=[CH:13][CH:12]=1.[OH-].[Na+]. Product: [Br:10][C:11]1[CH:12]=[CH:13][C:14]([CH2:15][N:16]2[CH2:20][CH2:19][C:18]3([CH2:21][CH2:22][N:23]([CH2:26][CH2:27][CH:28]([C:35]4[CH:40]=[CH:39][CH:38]=[CH:37][C:36]=4[O:41][CH3:42])[C:29]4[CH:34]=[CH:33][CH:32]=[CH:31][CH:30]=4)[CH2:24][CH2:25]3)[C:17]2=[O:44])=[CH:45][CH:46]=1. The catalyst class is: 2. (7) Reactant: C1C2C(COC([NH:18][C@@H:19]([CH:31]=[CH2:32])[CH2:20][NH:21][C@@H:22]([CH2:27][CH:28]([CH3:30])[CH3:29])[C:23](OC)=[O:24])=O)C3C(=CC=CC=3)C=2C=CC=1.N(CC)CC. Product: [CH2:27]([C@@H:22]1[NH:21][CH2:20][C@H:19]([CH:31]=[CH2:32])[NH:18][C:23]1=[O:24])[CH:28]([CH3:30])[CH3:29]. The catalyst class is: 14.